From a dataset of Forward reaction prediction with 1.9M reactions from USPTO patents (1976-2016). Predict the product of the given reaction. (1) Given the reactants [NH2:1][C:2]1[CH:7]=[CH:6][CH:5]=[C:4]([CH3:8])[C:3]=1[C:9](=O)[CH3:10].[Cl:12][CH2:13][C:14]#[N:15], predict the reaction product. The product is: [Cl:12][CH2:13][C:14]1[N:15]=[C:9]([CH3:10])[C:3]2[C:2](=[CH:7][CH:6]=[CH:5][C:4]=2[CH3:8])[N:1]=1. (2) Given the reactants [Cl:1][C:2]1[CH:3]=[C:4]([CH:7]=[CH:8][C:9]=1[O:10][CH2:11][CH2:12][CH3:13])[CH:5]=[O:6].ClC1C=C(C=CC=1OCC)C=[O:19], predict the reaction product. The product is: [Cl:1][C:2]1[CH:3]=[C:4]([CH:7]=[CH:8][C:9]=1[O:10][CH2:11][CH2:12][CH3:13])[C:5]([OH:19])=[O:6]. (3) Given the reactants C[O:2][C:3]([C:5]1[S:30][C:8]2[N:9]=[CH:10][N:11]=[C:12]([NH:13][C:14]3[CH:19]=[CH:18][C:17]([F:20])=[CH:16][C:15]=3[O:21][C@H:22]3[CH2:25][C@H:24]([NH:26][C:27](=[O:29])[CH3:28])[CH2:23]3)[C:7]=2[C:6]=1[CH3:31])=[O:4].Cl, predict the reaction product. The product is: [C:27]([NH:26][C@H:24]1[CH2:25][C@H:22]([O:21][C:15]2[CH:16]=[C:17]([F:20])[CH:18]=[CH:19][C:14]=2[NH:13][C:12]2[C:7]3[C:6]([CH3:31])=[C:5]([C:3]([OH:4])=[O:2])[S:30][C:8]=3[N:9]=[CH:10][N:11]=2)[CH2:23]1)(=[O:29])[CH3:28]. (4) Given the reactants [NH2:1][C:2]([NH2:4])=[S:3].CO[CH:7]([N:10]([CH3:12])[CH3:11])OC.[CH2:13](N(CC)CC)C.Br[CH2:21][C:22]([C:24]1[CH:29]=[CH:28][CH:27]=[CH:26][C:25]=1[Cl:30])=[O:23], predict the reaction product. The product is: [Cl:30][C:25]1[CH:26]=[CH:27][CH:28]=[CH:29][C:24]=1[C:22]([C:21]1[S:3][C:2]([N:4]=[CH:12][N:10]([CH3:7])[CH3:11])=[N:1][CH:13]=1)=[O:23]. (5) Given the reactants C(O[CH:4]=[C:5]([C:11]#[N:12])[C:6]([O:8][CH2:9][CH3:10])=[O:7])C.[CH3:13][C:14]1[N:19]=[C:18]([NH:20][NH2:21])[CH:17]=[C:16]([S:22][CH3:23])[N:15]=1, predict the reaction product. The product is: [NH2:12][C:11]1[N:20]([C:18]2[CH:17]=[C:16]([S:22][CH3:23])[N:15]=[C:14]([CH3:13])[N:19]=2)[N:21]=[CH:4][C:5]=1[C:6]([O:8][CH2:9][CH3:10])=[O:7]. (6) Given the reactants CCN=C=NCCCN(C)C.[C:12]([O:16][C:17]([NH:19][CH2:20][CH2:21][C:22]([OH:24])=O)=[O:18])([CH3:15])([CH3:14])[CH3:13].[CH3:25][C:26]1([CH3:34])[O:33][C:31](=[O:32])[CH2:30][C:28](=[O:29])[O:27]1.CO, predict the reaction product. The product is: [CH3:25][C:26]1([CH3:34])[O:33][C:31](=[O:32])[CH:30]([C:22](=[O:24])[CH2:21][CH2:20][NH:19][C:17](=[O:18])[O:16][C:12]([CH3:13])([CH3:14])[CH3:15])[C:28](=[O:29])[O:27]1.